This data is from Catalyst prediction with 721,799 reactions and 888 catalyst types from USPTO. The task is: Predict which catalyst facilitates the given reaction. (1) Reactant: CN([CH:4]=[C:5]1[C:10](=O)[CH2:9][CH2:8][N:7]([CH3:12])[CH2:6]1)C.[C:13]([CH2:15][C:16]([NH2:18])=[S:17])#[N:14].CC[O-].[Na+].Cl. Product: [CH3:12][N:7]1[CH2:8][CH2:9][C:10]2[N:18]=[C:16]([SH:17])[C:15]([C:13]#[N:14])=[CH:4][C:5]=2[CH2:6]1. The catalyst class is: 14. (2) Reactant: [CH3:1][C:2]1([CH3:32])[CH2:11][C:10]2[C:5](=[CH:6][CH:7]=[C:8]([C:12]([O:14][CH3:15])=[O:13])[CH:9]=2)[N:4]=[C:3]1[C:16]1[CH:21]=[CH:20][CH:19]=[C:18]([S:22](=[O:31])(=[O:30])[NH:23][CH:24]2[CH2:28][CH2:27][N:26]([CH3:29])[CH2:25]2)[CH:17]=1. Product: [CH3:1][C:2]1([CH3:32])[CH2:11][C:10]2[C:5](=[CH:6][CH:7]=[C:8]([C:12]([O:14][CH3:15])=[O:13])[CH:9]=2)[NH:4][CH:3]1[C:16]1[CH:21]=[CH:20][CH:19]=[C:18]([S:22](=[O:31])(=[O:30])[NH:23][CH:24]2[CH2:28][CH2:27][N:26]([CH3:29])[CH2:25]2)[CH:17]=1. The catalyst class is: 541. (3) Reactant: C([O-])(=O)C.[Cs+].FC(F)(F)C1C=CC(P(C2C=CC(C(F)(F)F)=CC=2)C2C=CC(C(F)(F)F)=CC=2)=CC=1.CN(C)C=O.[N:42]1[CH:43]=[N:44][N:45]2[CH:50]=[C:49]([C:51]3[O:52][C:53]4([C:63](=[O:65])[CH:64]=3)[CH2:62][CH2:61][C:56]3([O:60][CH2:59][CH2:58][O:57]3)[CH2:55][CH2:54]4)[CH:48]=[CH:47][C:46]=12.Br[C:67]1[CH:72]=[CH:71][CH:70]=[C:69]([CH3:73])[N:68]=1. Product: [CH3:73][C:69]1[N:68]=[C:67]([C:64]2[C:63](=[O:65])[C:53]3([CH2:54][CH2:55][C:56]4([O:60][CH2:59][CH2:58][O:57]4)[CH2:61][CH2:62]3)[O:52][C:51]=2[C:49]2[CH:48]=[CH:47][C:46]3[N:45]([N:44]=[CH:43][N:42]=3)[CH:50]=2)[CH:72]=[CH:71][CH:70]=1. The catalyst class is: 167. (4) Reactant: C([O:3][C:4](=[O:17])[CH2:5][N:6]1[C:14]2[C:9](=[CH:10][CH:11]=[CH:12][CH:13]=2)[C:8]([CH:15]=[O:16])=[CH:7]1)C.[OH-].[Na+].O. Product: [CH:15]([C:8]1[C:9]2[C:14](=[CH:13][CH:12]=[CH:11][CH:10]=2)[N:6]([CH2:5][C:4]([OH:17])=[O:3])[CH:7]=1)=[O:16]. The catalyst class is: 12. (5) Reactant: [CH:1]1([CH2:7][CH2:8][CH2:9][C:10]([OH:12])=O)[CH2:6][CH2:5][CH2:4][CH2:3][CH2:2]1.S(Cl)([Cl:15])=O. Product: [CH:1]1([CH2:7][CH2:8][CH2:9][C:10]([Cl:15])=[O:12])[CH2:6][CH2:5][CH2:4][CH2:3][CH2:2]1. The catalyst class is: 3. (6) Reactant: [CH2:1]([O:3][C:4]([C:6]1([C:9]2[CH:14]=[CH:13][C:12]([C:15]3[CH:20]=[CH:19][C:18]([C:21]4[O:25][N:24]=[C:23]([CH3:26])[C:22]=4[CH2:27][CH2:28][C:29](O)=[O:30])=[CH:17][CH:16]=3)=[CH:11][CH:10]=2)[CH2:8][CH2:7]1)=[O:5])[CH3:2].C(N(CC)CC)C.ClC(OCC(C)C)=O.[BH4-].[Na+]. Product: [CH2:1]([O:3][C:4]([C:6]1([C:9]2[CH:10]=[CH:11][C:12]([C:15]3[CH:20]=[CH:19][C:18]([C:21]4[O:25][N:24]=[C:23]([CH3:26])[C:22]=4[CH2:27][CH2:28][CH2:29][OH:30])=[CH:17][CH:16]=3)=[CH:13][CH:14]=2)[CH2:8][CH2:7]1)=[O:5])[CH3:2]. The catalyst class is: 636.